Dataset: Forward reaction prediction with 1.9M reactions from USPTO patents (1976-2016). Task: Predict the product of the given reaction. Given the reactants [CH3:1][C:2]1[CH:3]=[N:4][CH:5]=[CH:6][C:7]=1[CH3:8].[Br:9]Br.[OH-].[Na+], predict the reaction product. The product is: [Br:9][C:6]1[CH:5]=[N:4][CH:3]=[C:2]([CH3:1])[C:7]=1[CH3:8].